From a dataset of Full USPTO retrosynthesis dataset with 1.9M reactions from patents (1976-2016). Predict the reactants needed to synthesize the given product. (1) Given the product [CH:2]([C:1]1[NH:10][C:8](=[O:9])[N:7]([CH3:11])[N:6]=1)([CH3:4])[CH3:3], predict the reactants needed to synthesize it. The reactants are: [C:1]([NH:6][N:7]([CH3:11])[C:8]([NH2:10])=[O:9])(=O)[CH:2]([CH3:4])[CH3:3].C12(CS(O)(=O)=O)C(C)(C)C(CC1)CC2=O. (2) Given the product [OH:28][NH:30][C:23]([C:21]1[CH:20]=[CH:19][C:17]2[CH2:18][N:12]([S:9]([C:6]3[CH:7]=[CH:8][C:3]([O:2][CH3:1])=[CH:4][CH:5]=3)(=[O:11])=[O:10])[CH2:13][C@H:14]([CH3:27])[O:15][C:16]=2[CH:22]=1)=[O:24], predict the reactants needed to synthesize it. The reactants are: [CH3:1][O:2][C:3]1[CH:8]=[CH:7][C:6]([S:9]([N:12]2[CH2:18][C:17]3[CH:19]=[CH:20][C:21]([C:23](OC)=[O:24])=[CH:22][C:16]=3[O:15][C@@H:14]([CH3:27])[CH2:13]2)(=[O:11])=[O:10])=[CH:5][CH:4]=1.[OH-:28].[Na+].[NH2:30]O. (3) Given the product [O:13]([CH2:20][CH2:21][NH:22][C:2]1[CH:11]=[CH:10][C:9]2[C:4](=[CH:5][CH:6]=[C:7]([NH:22][CH2:21][CH2:20][O:13][C:14]3[CH:19]=[CH:18][CH:17]=[CH:16][CH:15]=3)[CH:8]=2)[N:3]=1)[C:14]1[CH:19]=[CH:18][CH:17]=[CH:16][CH:15]=1, predict the reactants needed to synthesize it. The reactants are: Cl[C:2]1[CH:11]=[CH:10][C:9]2[C:4](=[CH:5][CH:6]=[C:7](Cl)[CH:8]=2)[N:3]=1.[O:13]([CH2:20][CH2:21][NH2:22])[C:14]1[CH:19]=[CH:18][CH:17]=[CH:16][CH:15]=1.